Predict the product of the given reaction. From a dataset of Forward reaction prediction with 1.9M reactions from USPTO patents (1976-2016). (1) Given the reactants [F:1][C:2]([F:21])([F:20])[O:3][C:4]1[CH:9]=[CH:8][C:7]([O:10][C:11]2[CH:16]=[CH:15][CH:14]=[CH:13][C:12]=2[N+:17]([O-])=O)=[CH:6][CH:5]=1.[Cl-].[NH4+].C(Cl)Cl, predict the reaction product. The product is: [F:1][C:2]([F:20])([F:21])[O:3][C:4]1[CH:9]=[CH:8][C:7]([O:10][C:11]2[CH:16]=[CH:15][CH:14]=[CH:13][C:12]=2[NH2:17])=[CH:6][CH:5]=1. (2) Given the reactants [O:1]1[CH2:6][CH:5]=[C:4]([C:7]2[C:8]([O:21][CH:22]3[CH2:25][N:24]([C:26]4[CH:35]=[CH:34][C:33]5[C:28](=[CH:29][CH:30]=[CH:31][CH:32]=5)[N:27]=4)[CH2:23]3)=[N:9][C:10]([N:13]3[CH2:18][CH2:17][CH:16]([CH2:19][OH:20])[CH2:15][CH2:14]3)=[N:11][CH:12]=2)[CH2:3][CH2:2]1, predict the reaction product. The product is: [N:27]1[C:28]2[C:33](=[CH:32][CH:31]=[CH:30][CH:29]=2)[CH:34]=[CH:35][C:26]=1[N:24]1[CH2:25][CH:22]([O:21][C:8]2[C:7]([CH:4]3[CH2:3][CH2:2][O:1][CH2:6][CH2:5]3)=[CH:12][N:11]=[C:10]([N:13]3[CH2:18][CH2:17][CH:16]([CH2:19][OH:20])[CH2:15][CH2:14]3)[N:9]=2)[CH2:23]1.